From a dataset of Forward reaction prediction with 1.9M reactions from USPTO patents (1976-2016). Predict the product of the given reaction. (1) Given the reactants [CH3:1][O:2][C:3]1[CH:4]=[C:5]2[C:10](=[CH:11][C:12]=1[O:13][CH3:14])[N:9]=[CH:8][N:7]=[C:6]2[O:15][C:16]1[CH:22]=[CH:21][C:19]([NH2:20])=[C:18]([O:23][CH3:24])[CH:17]=1.C(N(CC)CC)C.ClC(Cl)(O[C:36](=[O:42])OC(Cl)(Cl)Cl)Cl.[CH:44]([N:47]([CH:51]([CH3:53])[CH3:52])[CH2:48][CH2:49][NH2:50])([CH3:46])[CH3:45], predict the reaction product. The product is: [CH:44]([N:47]([CH:51]([CH3:53])[CH3:52])[CH2:48][CH2:49][NH:50][C:36]([NH:20][C:19]1[CH:21]=[CH:22][C:16]([O:15][C:6]2[C:5]3[C:10](=[CH:11][C:12]([O:13][CH3:14])=[C:3]([O:2][CH3:1])[CH:4]=3)[N:9]=[CH:8][N:7]=2)=[CH:17][C:18]=1[O:23][CH3:24])=[O:42])([CH3:46])[CH3:45]. (2) The product is: [NH2:1][C:2]1[C:11]2[C:6](=[CH:7][CH:8]=[CH:9][C:10]=2[O:12][CH2:13][C@@H:14]([NH:16][C:33]([C:29]2[C:25]3[O:26][CH2:27][CH2:28][O:23][C:24]=3[CH:32]=[CH:31][CH:30]=2)=[O:34])[CH3:15])[N:5]=[C:4]([CH3:17])[C:3]=1[C:18]([O:20][CH2:21][CH3:22])=[O:19]. Given the reactants [NH2:1][C:2]1[C:11]2[C:6](=[CH:7][CH:8]=[CH:9][C:10]=2[O:12][CH2:13][C@@H:14]([NH2:16])[CH3:15])[N:5]=[C:4]([CH3:17])[C:3]=1[C:18]([O:20][CH2:21][CH3:22])=[O:19].[O:23]1[CH2:28][CH2:27][O:26][C:25]2[C:29]([C:33](O)=[O:34])=[CH:30][CH:31]=[CH:32][C:24]1=2, predict the reaction product. (3) Given the reactants P(Cl)(=O)(O)O.[O:6]=[C:7]([CH2:9][N:10]([C:12](=[NH:14])[NH2:13])[CH3:11])[OH:8].[CH2:15](O)[CH3:16], predict the reaction product. The product is: [CH2:15]([O:6][C:7](=[O:8])[CH2:9][N:10]([C:12]([NH2:13])=[NH:14])[CH3:11])[CH3:16]. (4) Given the reactants [CH2:1]([Mg]Cl)[C:2]1[CH:7]=[CH:6][CH:5]=[CH:4][CH:3]=1.[C:10]([C:18]1[CH:23]=[CH:22][CH:21]=[CH:20][CH:19]=1)(=O)[C:11]1[CH:16]=[CH:15][CH:14]=[CH:13][CH:12]=1, predict the reaction product. The product is: [C:11]1([C:10]([C:18]2[CH:23]=[CH:22][CH:21]=[CH:20][CH:19]=2)=[CH:1][C:2]2[CH:7]=[CH:6][CH:5]=[CH:4][CH:3]=2)[CH:16]=[CH:15][CH:14]=[CH:13][CH:12]=1.